Binary Classification. Given a miRNA mature sequence and a target amino acid sequence, predict their likelihood of interaction. From a dataset of Experimentally validated miRNA-target interactions with 360,000+ pairs, plus equal number of negative samples. (1) The miRNA is hsa-miR-646 with sequence AAGCAGCUGCCUCUGAGGC. The protein sequence of the target gene is MEWVLAEALLSQSRDPRALLGALCQGEASAERVETLRFLLQRLEDEEARGSGGAGALPEAAREVAAGYLVPLLRSLRGRPAGGPDPSLQPRHRRRVLRAAGAALRSCVRLAGRPQLAAALAEEALRDLLAGWRAPGAEAAVEVLAAVGPCLRPREDGPLLERVAGTAVALALGGGGDGDEAGPAEDAAALVAGRLLPVLVQCGGAALRAVWGGLAAPGASLGSGRVEEKLLVLSALAEKLLPEPGGDRARGAREAGPDARRCWRFWRTVQAGLGQADALTRKRARYLLQRAVEVSAELGA.... Result: 0 (no interaction). (2) The miRNA is hsa-miR-574-5p with sequence UGAGUGUGUGUGUGUGAGUGUGU. The protein sequence of the target gene is MERKRWECPALPQGWEREEVPRRSGLSAGHRDVFYYSPSGKKFRSKPQLARYLGGSMDLSTFDFRTGKMLMSKMNKSRQRVRYDSSNQVKGKPDLNTALPVRQTASIFKQPVTKITNHPSNKVKSDPQKAVDQPRQLFWEKKLSGLNAFDIAEELVKTMDLPKGLQGVGPGCTDETLLSAIASALHTSTMPITGQLSAAVEKNPGVWLNTTQPLCKAFMVTDEDIRKQEELVQQVRKRLEEALMADMLAHVEELARDGEAPLDKACAEDDDEEDEEEEEEEPDPDPEMEHV. Result: 1 (interaction). (3) The miRNA is hsa-let-7g-5p with sequence UGAGGUAGUAGUUUGUACAGUU. The protein sequence of the target gene is MQGKKPGGSSGGGRSGELQGDEAQRNKKKKKKVSCFSNIKIFLVSECALMLAQGTVGAYLVSVLTTLERRFNLQSADVGVIASSFEIGNLALILFVSYFGARGHRPRLIGCGGIVMALGALLSALPEFLTHQYKYEAGEIRWGAEGRDVCATNGSSSDEGPDPDLICRNRTATNMMYLLLIGAQVLLGIGATPVQPLGVSYIDDHVRRKDSSLYIGILFTMLVFGPACGFILGSFCTKIYVDAVFIDTSNLDITPDDPRWIGAWWGGFLLCGALLFFSSLLMFGFPQSLPPHSDPGMESE.... Result: 0 (no interaction). (4) The miRNA is hsa-miR-5192 with sequence AGGAGAGUGGAUUCCAGGUGGU. The protein sequence of the target gene is MAENGKNCDQRRIAMSKDQHNGSLTDPSSVHEKKRRDREERQNIVLWRQPLITLQYFSLETLVVLKEWTSKLWHRQSIVVSFLLLLAALVATYYVEGAHQQYVQRIEKQFLLYAYWIGLGILSSVGLGTGLHTFLLYLGPHIASVTLAAYECNSVNFPEPPYPDQIICPEEEGAEGAISLWSIISKVRIEACMWGIGTAIGELPPYFMARAARLSGAEPDDEEYQEFEEMLEHAEAAQDFASRAKLAVQKLVQKVGFFGILACASIPNPLFDLAGITCGHFLVPFWTFFGATLIGKAIIK.... Result: 0 (no interaction). (5) The miRNA is mmu-miR-26a-5p with sequence UUCAAGUAAUCCAGGAUAGGCU. The protein sequence of the target gene is MGNLPSAAKHCLNYQQLLREHLWSGDSVAGALDAAQEASQLPGLPEYVKIVEVGPRDGLQNEKVIVPTDIKIELINQLSQTGLSVIEVTSFVSSRWVPQMADHAEVMRGIRQYPGVRYPVLTPNLQGFQHAVAAGATEIAVFGAASESFSKKNINCSIEESMGRFQEVISSARHMDIPVRGYVSCALGCPYEGSITPQKVTEVSKRLYGMGCYEISLGDTIGVGTPGSMKMMLESVMKEIPPGALAVHCHDTYGQALANILTALQMGINVVDSAVSGLGGCPYAKGASGNVATEDLIYML.... Result: 1 (interaction). (6) The miRNA is mmu-miR-3100-5p with sequence UUGGGAACGGGGUGUCUUUGGGA. The protein sequence of the target gene is MEQPGAAASGAGGGSEEPGGGRSNKRSAGNRAANEEETKNKPKLNIQIKTLADDVRDRITSFRKSTVKKEKPLIQHPIDSQVAMSEFPAAQPLYDERSLNLSEKEVLDLFEKMMEDMNLNEEKKAPLRNKDFTTKREMVVQYISATAKSGGLKNSKHECTLSSQEYVHELRSGISDEKLLNCLESLRVSLTSNPVSWVNNFGHEGLGLLLDELEKLLDKKQQENIDKKNQYKLIQCLKAFMNNKFGLQRILGDERSLLLLARAIDPKQPNMMTEIVKILSAICIVGEENILDKLLGAITT.... Result: 0 (no interaction).